This data is from Reaction yield outcomes from USPTO patents with 853,638 reactions. The task is: Predict the reaction yield, written as a fraction of the theoretical maximum amount of product (1.0 means a 100% yield; for example, 0.34 means a 34% yield). (1) The reactants are [N:1]1[CH:6]=[CH:5][CH:4]=[C:3](B(O)O)[CH:2]=1.C(O)C.C([O-])([O-])=O.[K+].[K+].[C:19]([O:23][C:24](=[O:35])[N:25]([C:28]1[S:32][C:31](Br)=[N:30][C:29]=1[Cl:34])[CH2:26][CH3:27])([CH3:22])([CH3:21])[CH3:20]. The catalyst is C1(C)C=CC=CC=1.C(OCC)(=O)C.C1C=CC([P]([Pd]([P](C2C=CC=CC=2)(C2C=CC=CC=2)C2C=CC=CC=2)([P](C2C=CC=CC=2)(C2C=CC=CC=2)C2C=CC=CC=2)[P](C2C=CC=CC=2)(C2C=CC=CC=2)C2C=CC=CC=2)(C2C=CC=CC=2)C2C=CC=CC=2)=CC=1. The product is [C:19]([O:23][C:24](=[O:35])[N:25]([C:28]1[S:32][C:31]([C:3]2[CH:2]=[N:1][CH:6]=[CH:5][CH:4]=2)=[N:30][C:29]=1[Cl:34])[CH2:26][CH3:27])([CH3:20])([CH3:21])[CH3:22]. The yield is 0.790. (2) The reactants are [CH3:1][C:2]([CH3:17])([O:4][C:5]([NH:7][NH:8][C@H:9]([C:14]([OH:16])=[O:15])[CH2:10][C:11](=[O:13])[NH2:12])=[O:6])[CH3:3].C(=O)([O-])[O-].[Cs+].[Cs+].[CH2:24](Br)[C:25]1[CH:30]=[CH:29][CH:28]=[CH:27][CH:26]=1.O. The catalyst is CO.CN(C)C=O.CCCCCC. The product is [CH3:3][C:2]([CH3:17])([O:4][C:5]([NH:7][NH:8][C@H:9]([C:14]([O:16][CH2:24][C:25]1[CH:30]=[CH:29][CH:28]=[CH:27][CH:26]=1)=[O:15])[CH2:10][C:11](=[O:13])[NH2:12])=[O:6])[CH3:1]. The yield is 0.510. (3) The reactants are [Cl:1][C:2]1[CH:7]=[CH:6][C:5]([N:8]2[C:12]([CH2:13][CH2:14][CH3:15])=[C:11]([C:16]([OH:18])=O)[CH:10]=[N:9]2)=[CH:4][CH:3]=1.C1C=CC2N(O)N=NC=2C=1.CCN=C=NCCCN(C)C.C(N(C(C)C)CC)(C)C.[CH:49]1([NH:55][CH3:56])[CH2:54][CH2:53][CH2:52][CH2:51][CH2:50]1. The catalyst is C1COCC1. The product is [CH:49]1([N:55]([CH3:56])[C:16]([C:11]2[CH:10]=[N:9][N:8]([C:5]3[CH:4]=[CH:3][C:2]([Cl:1])=[CH:7][CH:6]=3)[C:12]=2[CH2:13][CH2:14][CH3:15])=[O:18])[CH2:54][CH2:53][CH2:52][CH2:51][CH2:50]1. The yield is 0.810. (4) The reactants are [N:1]1[CH:6]=[CH:5][CH:4]=[C:3]([C:7]2[CH:15]=[C:14]3[C:10]([CH2:11][C:12](=[O:16])[NH:13]3)=[CH:9][CH:8]=2)[CH:2]=1.[N:17]1([CH2:22][CH2:23][NH:24][C:25]([C:27]2[C:31]([CH3:32])=[C:30]([CH:33]=O)[NH:29][C:28]=2[CH3:35])=[O:26])[CH2:21][CH2:20][CH2:19][CH2:18]1. No catalyst specified. The product is [N:17]1([CH2:22][CH2:23][NH:24][C:25]([C:27]2[C:31]([CH3:32])=[C:30]([CH:33]=[C:11]3[C:10]4[C:14](=[CH:15][C:7]([C:3]5[CH:2]=[N:1][CH:6]=[CH:5][CH:4]=5)=[CH:8][CH:9]=4)[NH:13][C:12]3=[O:16])[NH:29][C:28]=2[CH3:35])=[O:26])[CH2:21][CH2:20][CH2:19][CH2:18]1. The yield is 0.710.